Predict the reactants needed to synthesize the given product. From a dataset of Full USPTO retrosynthesis dataset with 1.9M reactions from patents (1976-2016). Given the product [Cl:1][C:2]1[C:3]([CH3:21])=[C:4]2[N:10]=[C:9]([C:11]3[CH:16]=[CH:15][C:14]([N:26]4[CH2:27][CH2:28][N:23]([CH3:22])[CH2:24][CH2:25]4)=[C:13]([NH2:18])[CH:12]=3)[NH:8][C:5]2=[N:6][CH:7]=1, predict the reactants needed to synthesize it. The reactants are: [Cl:1][C:2]1[C:3]([CH3:21])=[C:4]2[N:10]=[C:9]([C:11]3[CH:16]=[CH:15][C:14](F)=[C:13]([N+:18]([O-])=O)[CH:12]=3)[NH:8][C:5]2=[N:6][CH:7]=1.[CH3:22][N:23]1[CH2:28][CH2:27][NH:26][CH2:25][CH2:24]1.